From a dataset of Peptide-MHC class II binding affinity with 134,281 pairs from IEDB. Regression. Given a peptide amino acid sequence and an MHC pseudo amino acid sequence, predict their binding affinity value. This is MHC class II binding data. (1) The peptide sequence is TNTPTKWDNSFLEI. The MHC is DRB1_1501 with pseudo-sequence DRB1_1501. The binding affinity (normalized) is 0.227. (2) The peptide sequence is NKSSGPNELGRFKHTDAC. The MHC is DRB1_1101 with pseudo-sequence DRB1_1101. The binding affinity (normalized) is 0.169. (3) The peptide sequence is HGLDVKFHTQAFSAH. The MHC is DRB1_0801 with pseudo-sequence DRB1_0801. The binding affinity (normalized) is 0.178. (4) The binding affinity (normalized) is 0.182. The MHC is DRB1_0802 with pseudo-sequence DRB1_0802. The peptide sequence is SQDLEESWNLNGLQAY.